From a dataset of Catalyst prediction with 721,799 reactions and 888 catalyst types from USPTO. Predict which catalyst facilitates the given reaction. (1) Reactant: [F:1][C:2]1[CH:3]=[CH:4][C:5]([CH3:18])=[C:6]([NH:8][C:9](=[O:17])[CH:10]([CH3:16])[C:11]([O:13]CC)=[O:12])[CH:7]=1. Product: [F:1][C:2]1[CH:3]=[CH:4][C:5]([CH3:18])=[C:6]([NH:8][C:9](=[O:17])[CH:10]([CH3:16])[C:11]([OH:13])=[O:12])[CH:7]=1. The catalyst class is: 1. (2) Reactant: CN(C(ON1N=NC2C=CC=NC1=2)=[N+](C)C)C.F[P-](F)(F)(F)(F)F.Cl.Cl.[Cl:27][C:28]1[C:29]([F:54])=[C:30]([NH:34][C:35]2[N:44]=[CH:43][C:42]3[C:37](=[CH:38][C:39]([O:52][CH3:53])=[C:40]([O:45][CH:46]4[CH2:51][CH2:50][NH:49][CH2:48][CH2:47]4)[CH:41]=3)[N:36]=2)[CH:31]=[CH:32][CH:33]=1.C(N(C(C)C)CC)(C)C.[CH3:64][C:65]1[CH:69]=[C:68]([C:70](O)=[O:71])[O:67][N:66]=1. Product: [Cl:27][C:28]1[C:29]([F:54])=[C:30]([NH:34][C:35]2[N:44]=[CH:43][C:42]3[C:37](=[CH:38][C:39]([O:52][CH3:53])=[C:40]([O:45][CH:46]4[CH2:47][CH2:48][N:49]([C:70]([C:68]5[O:67][N:66]=[C:65]([CH3:64])[CH:69]=5)=[O:71])[CH2:50][CH2:51]4)[CH:41]=3)[N:36]=2)[CH:31]=[CH:32][CH:33]=1. The catalyst class is: 2. (3) Reactant: [Cl:1][C:2]1[CH:8]=[CH:7][C:5]([NH2:6])=[C:4]([N:9]2[CH2:14][CH2:13][N:12]([CH2:15][CH2:16][C:17]([F:20])([F:19])[F:18])[CH2:11][CH2:10]2)[CH:3]=1.[C:21]([O:25][C:26]([N:28]1[CH2:37][CH2:36][C:35]2[C:30](=[CH:31][C:32]([C:38](O)=[O:39])=[CH:33][CH:34]=2)[CH2:29]1)=[O:27])([CH3:24])([CH3:23])[CH3:22].CN(C(ON1N=NC2C=CC=NC1=2)=[N+](C)C)C.F[P-](F)(F)(F)(F)F.CCN(C(C)C)C(C)C. Product: [Cl:1][C:2]1[CH:8]=[CH:7][C:5]([NH:6][C:38]([C:32]2[CH:31]=[C:30]3[C:35]([CH2:36][CH2:37][N:28]([C:26]([O:25][C:21]([CH3:24])([CH3:23])[CH3:22])=[O:27])[CH2:29]3)=[CH:34][CH:33]=2)=[O:39])=[C:4]([N:9]2[CH2:14][CH2:13][N:12]([CH2:15][CH2:16][C:17]([F:19])([F:18])[F:20])[CH2:11][CH2:10]2)[CH:3]=1. The catalyst class is: 18. (4) Reactant: FC(F)(F)C(O)=O.[Cl:8][C:9]1[CH:14]=[C:13]([Cl:15])[CH:12]=[CH:11][C:10]=1[C@H:16]([N:18]1[C:26]2[C:21](=[CH:22][CH:23]=[C:24]([C:27]3[CH2:28][CH2:29][N:30]([C:33]([C@H:35]4[CH2:39][CH2:38][CH2:37][N:36]4C(OC(C)(C)C)=O)=[O:34])[CH2:31][CH:32]=3)[CH:25]=2)[CH:20]=[N:19]1)[CH3:17]. Product: [Cl:8][C:9]1[CH:14]=[C:13]([Cl:15])[CH:12]=[CH:11][C:10]=1[C@H:16]([N:18]1[C:26]2[C:21](=[CH:22][CH:23]=[C:24]([C:27]3[CH2:28][CH2:29][N:30]([C:33]([C@H:35]4[CH2:39][CH2:38][CH2:37][NH:36]4)=[O:34])[CH2:31][CH:32]=3)[CH:25]=2)[CH:20]=[N:19]1)[CH3:17]. The catalyst class is: 4.